Task: Predict the reactants needed to synthesize the given product.. Dataset: Full USPTO retrosynthesis dataset with 1.9M reactions from patents (1976-2016) (1) Given the product [CH3:12][O:11][C:5]1[CH:10]=[CH:9][C:8]([C:13](=[O:19])[CH2:14][CH2:15][C:16]([OH:18])=[O:17])=[CH:7][CH:6]=1, predict the reactants needed to synthesize it. The reactants are: [Cl-].[Al+3].[Cl-].[Cl-].[C:5]1([O:11][CH3:12])[CH:10]=[CH:9][CH:8]=[CH:7][CH:6]=1.[C:13]1(=[O:19])[O:18][C:16](=[O:17])[CH2:15][CH2:14]1.Cl. (2) Given the product [Br:1][C:2]1[CH:3]=[C:4]([Cl:10])[C:5]([CH:8]([OH:9])[CH2:13][CH:12]=[CH2:11])=[N:6][CH:7]=1, predict the reactants needed to synthesize it. The reactants are: [Br:1][C:2]1[CH:3]=[C:4]([Cl:10])[C:5]([CH:8]=[O:9])=[N:6][CH:7]=1.[CH2:11](Br)[CH:12]=[CH2:13].[NH4+].[Cl-]. (3) Given the product [Br:1][C:2]1[C:7]([CH3:8])=[CH:6][C:5]([OH:9])=[C:4]([CH3:11])[C:3]=1[CH3:12], predict the reactants needed to synthesize it. The reactants are: [Br:1][C:2]1[C:7]([CH3:8])=[CH:6][C:5]([O:9]C)=[C:4]([CH3:11])[C:3]=1[CH3:12].Br. (4) Given the product [CH:28]1([O:16][CH:15]([C:17]2[CH:18]=[CH:19][N:20]=[CH:21][CH:22]=2)[CH2:14][N:6]2[C:7]3[CH:8]=[CH:9][C:10]([CH3:13])=[CH:11][C:12]=3[C:4]3[CH2:3][N:2]([CH3:1])[CH2:24][CH2:23][C:5]2=3)[CH2:32][CH2:31][CH2:30][CH2:29]1, predict the reactants needed to synthesize it. The reactants are: [CH3:1][N:2]1[CH2:24][CH2:23][C:5]2[N:6]([CH2:14][CH:15]([C:17]3[CH:22]=[CH:21][N:20]=[CH:19][CH:18]=3)[OH:16])[C:7]3[CH:8]=[CH:9][C:10]([CH3:13])=[CH:11][C:12]=3[C:4]=2[CH2:3]1.[H-].[Na+].Br[CH:28]1[CH2:32][CH2:31][CH2:30][CH2:29]1. (5) Given the product [Cl:26][C:27]1[CH:28]=[C:29]2[C:33](=[CH:34][CH:35]=1)[NH:32][C:31]([C:36]([NH:4][C@@H:5]([C:11]([N:13]1[CH2:14][CH2:15][N:16]([CH:19]3[CH2:24][CH2:23][N:22]([CH3:25])[CH2:21][CH2:20]3)[CH2:17][CH2:18]1)=[O:12])[CH2:6][CH2:7][C:8](=[O:9])[OH:10])=[O:37])=[CH:30]2, predict the reactants needed to synthesize it. The reactants are: Cl.Cl.Cl.[NH2:4][C@@H:5]([C:11]([N:13]1[CH2:18][CH2:17][N:16]([CH:19]2[CH2:24][CH2:23][N:22]([CH3:25])[CH2:21][CH2:20]2)[CH2:15][CH2:14]1)=[O:12])[CH2:6][CH2:7][C:8](=[O:10])[OH:9].[Cl:26][C:27]1[CH:28]=[C:29]2[C:33](=[CH:34][CH:35]=1)[NH:32][C:31]([C:36](O)=[O:37])=[CH:30]2. (6) Given the product [OH:1][CH2:2][C:3]1[O:7][N:6]=[C:5]([C:8]2[CH:13]=[CH:12][CH:11]=[CH:10][N:9]=2)[C:4]=1[CH2:14][O:15][C:16]1[N:17]=[CH:18][C:19]([C:20]([N:25]2[CH2:30][CH2:29][O:28][CH2:27][CH2:26]2)=[O:22])=[CH:23][CH:24]=1, predict the reactants needed to synthesize it. The reactants are: [OH:1][CH2:2][C:3]1[O:7][N:6]=[C:5]([C:8]2[CH:13]=[CH:12][CH:11]=[CH:10][N:9]=2)[C:4]=1[CH2:14][O:15][C:16]1[CH:24]=[CH:23][C:19]([C:20]([OH:22])=O)=[CH:18][N:17]=1.[NH:25]1[CH2:30][CH2:29][O:28][CH2:27][CH2:26]1. (7) Given the product [CH2:1]([O:3][CH:4]([C:6]1[CH:7]=[CH:8][C:9]([C:10]([NH:46][CH2:47][C:48]2[C:49]([OH:56])=[N:50][C:51]([CH3:55])=[CH:52][C:53]=2[CH3:54])=[O:12])=[CH:13][CH:14]=1)[CH3:5])[CH3:2], predict the reactants needed to synthesize it. The reactants are: [CH2:1]([O:3][CH:4]([C:6]1[CH:14]=[CH:13][C:9]([C:10]([OH:12])=O)=[CH:8][CH:7]=1)[CH3:5])[CH3:2].CN(C(ON1N=NC2C=CC=NC1=2)=[N+](C)C)C.F[P-](F)(F)(F)(F)F.C(N(CC)CC)C.[NH2:46][CH2:47][C:48]1[C:49]([OH:56])=[N:50][C:51]([CH3:55])=[CH:52][C:53]=1[CH3:54].